The task is: Regression. Given a peptide amino acid sequence and an MHC pseudo amino acid sequence, predict their binding affinity value. This is MHC class II binding data.. This data is from Peptide-MHC class II binding affinity with 134,281 pairs from IEDB. (1) The MHC is DRB1_0101 with pseudo-sequence DRB1_0101. The peptide sequence is PARFNQNQLIASGLV. The binding affinity (normalized) is 0.735. (2) The peptide sequence is FKSGRGCGSCFEIKC. The MHC is HLA-DQA10301-DQB10302 with pseudo-sequence HLA-DQA10301-DQB10302. The binding affinity (normalized) is 0.0621. (3) The peptide sequence is SPLTASKLTYENVKM. The MHC is HLA-DPA10201-DPB10101 with pseudo-sequence HLA-DPA10201-DPB10101. The binding affinity (normalized) is 0.325. (4) The peptide sequence is THSWEYWGAQLNAMK. The MHC is DRB1_1201 with pseudo-sequence DRB1_1201. The binding affinity (normalized) is 0. (5) The peptide sequence is LRLSALRGLFSAVIE. The MHC is DRB5_0101 with pseudo-sequence DRB5_0101. The binding affinity (normalized) is 0.354. (6) The peptide sequence is EAAFNKAIKESTGGA. The MHC is HLA-DQA10201-DQB10202 with pseudo-sequence HLA-DQA10201-DQB10202. The binding affinity (normalized) is 0.0604.